This data is from Catalyst prediction with 721,799 reactions and 888 catalyst types from USPTO. The task is: Predict which catalyst facilitates the given reaction. Reactant: Br[CH2:2][C:3](OC)=[O:4].[CH2:7]([O:9][C:10]1[CH:15]=[CH:14][C:13]([S:16]([NH2:19])(=[O:18])=[O:17])=[CH:12][C:11]=1[NH:20][C:21]([NH2:23])=[S:22])[CH3:8].[NH4+].[OH-].O. The catalyst class is: 8. Product: [CH2:7]([O:9][C:10]1[CH:15]=[CH:14][C:13]([S:16]([NH2:19])(=[O:18])=[O:17])=[CH:12][C:11]=1[NH:20][C:21]1[S:22][CH:2]=[C:3]([OH:4])[N:23]=1)[CH3:8].